Dataset: Full USPTO retrosynthesis dataset with 1.9M reactions from patents (1976-2016). Task: Predict the reactants needed to synthesize the given product. (1) Given the product [NH2:19][C:11]1[CH:10]=[C:9]([C:7]([N:1]2[CH2:2][CH2:3][O:4][CH2:5][CH2:6]2)=[O:8])[CH:14]=[C:13]([C:15]([F:16])([F:17])[F:18])[CH:12]=1, predict the reactants needed to synthesize it. The reactants are: [N:1]1([C:7]([C:9]2[CH:14]=[C:13]([C:15]([F:18])([F:17])[F:16])[CH:12]=[C:11]([N+:19]([O-])=O)[CH:10]=2)=[O:8])[CH2:6][CH2:5][O:4][CH2:3][CH2:2]1.[Cl-].[NH4+]. (2) Given the product [C:3]([O:7][C:8](=[O:15])[N:9]([CH2:29][C@@H:27]1[O:26][C:25](=[O:35])[N:24]([C:19]2[CH:20]=[CH:21][C:22]([I:23])=[C:17]([F:16])[CH:18]=2)[CH2:28]1)[C:10]1[CH:14]=[CH:13][O:12][N:11]=1)([CH3:6])([CH3:4])[CH3:5], predict the reactants needed to synthesize it. The reactants are: [H-].[Na+].[C:3]([O:7][C:8](=[O:15])[NH:9][C:10]1[CH:14]=[CH:13][O:12][N:11]=1)([CH3:6])([CH3:5])[CH3:4].[F:16][C:17]1[CH:18]=[C:19]([N:24]2[CH2:28][C@H:27]([CH2:29]OS(C)(=O)=O)[O:26][C:25]2=[O:35])[CH:20]=[CH:21][C:22]=1[I:23]. (3) The reactants are: [CH2:1]([O:4][C@@H:5]1[CH2:9][N:8]([CH:10]2[CH2:15][CH2:14][O:13][CH2:12][CH2:11]2)[CH2:7][C@H:6]1[NH:16][C:17](=[O:32])[CH2:18][NH:19][C:20](=[O:31])[C:21]1[CH:26]=[CH:25][CH:24]=[C:23]([C:27]([F:30])([F:29])[F:28])[CH:22]=1)[CH:2]=[CH2:3].[CH:33](Br)=C(C)C.C(Br)C=C. Given the product [CH3:3][C:2](=[CH2:33])[CH2:1][O:4][C@@H:5]1[CH2:9][N:8]([CH:10]2[CH2:11][CH2:12][O:13][CH2:14][CH2:15]2)[CH2:7][C@H:6]1[NH:16][C:17](=[O:32])[CH2:18][NH:19][C:20](=[O:31])[C:21]1[CH:26]=[CH:25][CH:24]=[C:23]([C:27]([F:28])([F:29])[F:30])[CH:22]=1, predict the reactants needed to synthesize it. (4) Given the product [Cl:1][C:2]1[CH:7]=[C:6]([N:8]([CH:9]2[CH2:11][CH2:10]2)[C:38](=[O:39])[O:37][C:33]([CH3:36])([CH3:35])[CH3:34])[N:5]2[N:12]=[CH:13][C:14]([CH:15]=[O:16])=[C:4]2[N:3]=1, predict the reactants needed to synthesize it. The reactants are: [Cl:1][C:2]1[CH:7]=[C:6]([NH:8][CH:9]2[CH2:11][CH2:10]2)[N:5]2[N:12]=[CH:13][C:14]([CH:15]=[O:16])=[C:4]2[N:3]=1.C(N(CC)CC)C.CN(C1C=CC=CN=1)C.[C:33]([O:37][C:38](O[C:38]([O:37][C:33]([CH3:36])([CH3:35])[CH3:34])=[O:39])=[O:39])([CH3:36])([CH3:35])[CH3:34]. (5) Given the product [CH2:1]([O:3][C:4](=[O:36])[C:5]([O:23][C:24]1[CH:25]=[CH:26][C:27]([CH:30]2[CH2:35][CH2:34][CH2:33][CH2:32][CH2:31]2)=[CH:28][CH:29]=1)([CH3:22])[CH2:6][C:8]1[CH:9]=[CH:10][C:11]([O:14][CH2:15][C:16]2[CH:21]=[CH:20][CH:19]=[CH:18][CH:17]=2)=[CH:12][CH:13]=1)[CH3:2], predict the reactants needed to synthesize it. The reactants are: [CH2:1]([O:3][C:4](=[O:36])[C:5]([O:23][C:24]1[CH:29]=[CH:28][C:27]([CH:30]2[CH2:35][CH2:34][CH2:33][CH2:32][CH2:31]2)=[CH:26][CH:25]=1)([CH3:22])[CH:6]([C:8]1[CH:13]=[CH:12][C:11]([O:14][CH2:15][C:16]2[CH:21]=[CH:20][CH:19]=[CH:18][CH:17]=2)=[CH:10][CH:9]=1)O)[CH3:2].B(F)(F)F.CCOCC.C([SiH](CC)CC)C.C([O-])([O-])=O.[Na+].[Na+]. (6) Given the product [C:15]([O:19][C:20]([N:22]1[CH2:27][CH2:26][CH:25]([O:28][C:29]2[C:30]([NH2:3])=[C:31]3[C:36](=[CH:37][CH:38]=2)[CH:35]=[N:34][CH:33]=[CH:32]3)[CH2:24][CH2:23]1)=[O:21])([CH3:18])([CH3:17])[CH3:16], predict the reactants needed to synthesize it. The reactants are: [OH-].[Na+].[NH:3]1CCC[C@H]1C(O)=O.[N-]=[N+]=[N-].[Na+].[C:15]([O:19][C:20]([N:22]1[CH2:27][CH2:26][CH:25]([O:28][C:29]2[C:30](Br)=[C:31]3[C:36](=[CH:37][CH:38]=2)[CH:35]=[N:34][CH:33]=[CH:32]3)[CH2:24][CH2:23]1)=[O:21])([CH3:18])([CH3:17])[CH3:16]. (7) Given the product [CH3:1][C:2]1([CH3:14])[O:7][CH2:6][C:5]2=[CH:8][C:9]([NH2:11])=[N:10][N:4]2[CH2:3]1, predict the reactants needed to synthesize it. The reactants are: [CH3:1][C:2]1([CH3:14])[O:7][CH2:6][C:5]2=[CH:8][C:9]([N+:11]([O-])=O)=[N:10][N:4]2[CH2:3]1.